This data is from Forward reaction prediction with 1.9M reactions from USPTO patents (1976-2016). The task is: Predict the product of the given reaction. (1) Given the reactants Br[C:2]1[CH:10]=[CH:9][C:5]2=[N:6][O:7][N:8]=[C:4]2[CH:3]=1.[C:11]([C:13]1([OH:33])[CH2:18][CH2:17][N:16]([C:19](=[O:32])[CH2:20][C:21]2[CH:26]=[CH:25][C:24]([N:27]3[CH:31]=[N:30][N:29]=[N:28]3)=[CH:23][CH:22]=2)[CH2:15][CH2:14]1)#[CH:12].C(N(CC)CC)C, predict the reaction product. The product is: [N:6]1[O:7][N:8]=[C:4]2[CH:3]=[C:2]([C:12]#[C:11][C:13]3([OH:33])[CH2:14][CH2:15][N:16]([C:19](=[O:32])[CH2:20][C:21]4[CH:26]=[CH:25][C:24]([N:27]5[CH:31]=[N:30][N:29]=[N:28]5)=[CH:23][CH:22]=4)[CH2:17][CH2:18]3)[CH:10]=[CH:9][C:5]=12. (2) Given the reactants [CH2:1]([O:3][CH:4]1[C:9](OC)([O:10]C)[CH2:8][CH2:7][N:6]([C:14]([O:16][C:17]([CH3:20])([CH3:19])[CH3:18])=[O:15])[CH2:5]1)[CH3:2].O.C(O)(C(F)(F)F)=O.C(OC(OC(C)(C)C)=O)(OC(C)(C)C)=O, predict the reaction product. The product is: [CH2:1]([O:3][CH:4]1[C:9](=[O:10])[CH2:8][CH2:7][N:6]([C:14]([O:16][C:17]([CH3:18])([CH3:20])[CH3:19])=[O:15])[CH2:5]1)[CH3:2]. (3) Given the reactants [OH:1][C:2]1[CH:10]=[CH:9][C:8]2[NH:7][C:6]3[CH:11]([CH2:14][C:15]([O:17][CH2:18][CH3:19])=[O:16])[CH2:12][CH2:13][C:5]=3[C:4]=2[CH:3]=1.Cl[CH2:21][C:22]1[CH:27]=[CH:26][C:25]([CH:28]2[CH2:32][CH2:31][CH2:30][CH2:29]2)=[C:24]([C:33]([F:36])([F:35])[F:34])[CH:23]=1.C(=O)([O-])[O-].[Cs+].[Cs+], predict the reaction product. The product is: [CH:28]1([C:25]2[CH:26]=[CH:27][C:22]([CH2:21][O:1][C:2]3[CH:10]=[CH:9][C:8]4[NH:7][C:6]5[CH:11]([CH2:14][C:15]([O:17][CH2:18][CH3:19])=[O:16])[CH2:12][CH2:13][C:5]=5[C:4]=4[CH:3]=3)=[CH:23][C:24]=2[C:33]([F:34])([F:35])[F:36])[CH2:29][CH2:30][CH2:31][CH2:32]1. (4) The product is: [CH:19]1[CH:18]=[CH:17][C:6]2[N:7]([C:14]([NH2:16])=[O:15])[C:8]3[CH:13]=[CH:12][CH:11]=[CH:10][C:9]=3[C:3](=[O:2])[CH2:4][C:5]=2[CH:20]=1. Given the reactants C[O:2][C:3]1[C:9]2[CH:10]=[CH:11][CH:12]=[CH:13][C:8]=2[N:7]([C:14]([NH2:16])=[O:15])[C:6]2[CH:17]=[CH:18][CH:19]=[CH:20][C:5]=2[CH:4]=1, predict the reaction product. (5) The product is: [CH:17]1([N:16]2[C:11]3[C:10](=[O:24])[NH:9][C:8]([C:5]4[CH:6]=[CH:7][C:2]([NH:32][CH2:31][CH2:30][O:29][CH3:28])=[CH:3][C:4]=4[O:25][CH2:26][CH3:27])=[N:13][C:12]=3[C:14]([CH3:23])=[N:15]2)[CH2:22][CH2:21][CH2:20][CH2:19][CH2:18]1. Given the reactants Br[C:2]1[CH:7]=[CH:6][C:5]([C:8]2[NH:9][C:10](=[O:24])[C:11]3[N:16]([CH:17]4[CH2:22][CH2:21][CH2:20][CH2:19][CH2:18]4)[N:15]=[C:14]([CH3:23])[C:12]=3[N:13]=2)=[C:4]([O:25][CH2:26][CH3:27])[CH:3]=1.[CH3:28][O:29][CH2:30][CH2:31][NH2:32], predict the reaction product. (6) Given the reactants [Br:1][C:2]1[C:11]2[C:10]([CH3:13])([CH3:12])[CH2:9][CH:8]=[C:7]([CH:14]([CH3:16])[CH3:15])[C:6]=2[CH:5]=[C:4]([C:17](=[O:19])[CH3:18])[C:3]=1[OH:20].C(=O)([O-])[O-].[K+].[K+].[CH2:27](I)[CH3:28], predict the reaction product. The product is: [Br:1][C:2]1[C:11]2[C:10]([CH3:13])([CH3:12])[CH2:9][CH:8]=[C:7]([CH:14]([CH3:16])[CH3:15])[C:6]=2[CH:5]=[C:4]([C:17](=[O:19])[CH3:18])[C:3]=1[O:20][CH2:27][CH3:28].